From a dataset of Forward reaction prediction with 1.9M reactions from USPTO patents (1976-2016). Predict the product of the given reaction. Given the reactants [Br:1][C:2]1[C:7]2[S:8][C:9]([C:11]([O:13]C)=[O:12])=[CH:10][C:6]=2[CH:5]=[CH:4][CH:3]=1.O.[OH-].[Li+].O, predict the reaction product. The product is: [Br:1][C:2]1[C:7]2[S:8][C:9]([C:11]([OH:13])=[O:12])=[CH:10][C:6]=2[CH:5]=[CH:4][CH:3]=1.